From a dataset of Reaction yield outcomes from USPTO patents with 853,638 reactions. Predict the reaction yield, written as a fraction of the theoretical maximum amount of product (1.0 means a 100% yield; for example, 0.34 means a 34% yield). (1) The reactants are [CH3:1][O-].[Na+].[N:4]#[C:5][NH2:6].[N:7]([C:10]1[CH:19]=[CH:18][C:17]2[C:12](=[CH:13][CH:14]=[CH:15][CH:16]=2)[CH:11]=1)=[C:8]=[S:9].IC. The catalyst is CO. The product is [C:5](/[N:6]=[C:8](\[S:9][CH3:1])/[NH:7][C:10]1[CH:19]=[CH:18][C:17]2[C:12](=[CH:13][CH:14]=[CH:15][CH:16]=2)[CH:11]=1)#[N:4]. The yield is 0.590. (2) The reactants are Cl[C:2]1[N:7]=[C:6]([CH2:8][CH2:9][C:10]2[CH:15]=[CH:14][CH:13]=[CH:12][C:11]=2[C:16]2([C:19]([NH2:21])=[O:20])[CH2:18][CH2:17]2)[C:5]([Cl:22])=[CH:4][N:3]=1.C([O-])([O-])=O.[Cs+].[Cs+].[NH2:29][C:30]1[CH:31]=[N:32][CH:33]=[N:34][CH:35]=1.CC1(C)C2C(=C(P(C3C=CC=CC=3)C3C=CC=CC=3)C=CC=2)OC2C(P(C3C=CC=CC=3)C3C=CC=CC=3)=CC=CC1=2. The catalyst is O1CCOCC1.C(O)(=O)CC(CC(O)=O)(C(O)=O)O. The product is [Cl:22][C:5]1[C:6]([CH2:8][CH2:9][C:10]2[CH:15]=[CH:14][CH:13]=[CH:12][C:11]=2[C:16]2([C:19]([NH2:21])=[O:20])[CH2:18][CH2:17]2)=[N:7][C:2]([NH:29][C:30]2[CH:31]=[N:32][CH:33]=[N:34][CH:35]=2)=[N:3][CH:4]=1. The yield is 0.210.